This data is from NCI-60 drug combinations with 297,098 pairs across 59 cell lines. The task is: Regression. Given two drug SMILES strings and cell line genomic features, predict the synergy score measuring deviation from expected non-interaction effect. Drug 1: CC=C1C(=O)NC(C(=O)OC2CC(=O)NC(C(=O)NC(CSSCCC=C2)C(=O)N1)C(C)C)C(C)C. Drug 2: CC1C(C(CC(O1)OC2CC(CC3=C2C(=C4C(=C3O)C(=O)C5=CC=CC=C5C4=O)O)(C(=O)C)O)N)O. Cell line: SK-OV-3. Synergy scores: CSS=56.5, Synergy_ZIP=0.131, Synergy_Bliss=-3.46, Synergy_Loewe=-3.19, Synergy_HSA=-1.30.